This data is from Forward reaction prediction with 1.9M reactions from USPTO patents (1976-2016). The task is: Predict the product of the given reaction. (1) Given the reactants [Cl:1][C:2]1[CH:22]=[C:21]([Cl:23])[CH:20]=[CH:19][C:3]=1[CH2:4][N:5]1[C:9]([CH2:10][CH2:11][C:12]([OH:14])=O)=[CH:8][C:7]([O:15][CH:16]([CH3:18])[CH3:17])=[N:6]1.[C:24]1([CH2:30][CH2:31][CH2:32][S:33]([NH2:36])(=[O:35])=[O:34])[CH:29]=[CH:28][CH:27]=[CH:26][CH:25]=1.N12CCCN=C1CCCCC2, predict the reaction product. The product is: [Cl:1][C:2]1[CH:22]=[C:21]([Cl:23])[CH:20]=[CH:19][C:3]=1[CH2:4][N:5]1[C:9]([CH2:10][CH2:11][C:12]([NH:36][S:33]([CH2:32][CH2:31][CH2:30][C:24]2[CH:29]=[CH:28][CH:27]=[CH:26][CH:25]=2)(=[O:34])=[O:35])=[O:14])=[CH:8][C:7]([O:15][CH:16]([CH3:18])[CH3:17])=[N:6]1. (2) Given the reactants C(O[C:4]([C:6]1[C:7]2[N:8]=[CH:9][CH:10]=[N:11][C:12]=2[C:13]([C:16]2[C:21]([F:22])=[C:20]([O:23][CH3:24])[CH:19]=[C:18]([O:25][CH3:26])[C:17]=2[Cl:27])=[CH:14][CH:15]=1)=[O:5])C.[NH2:28][C:29]1[N:34]=[CH:33][C:32]([CH2:35][N:36]2[CH2:41][CH2:40][NH:39][C:38](=[O:42])[CH2:37]2)=[CH:31][CH:30]=1.C[Al](C)C.C([O-])(O)=O.[Na+], predict the reaction product. The product is: [O:42]=[C:38]1[NH:39][CH2:40][CH2:41][N:36]([CH2:35][C:32]2[CH:31]=[CH:30][C:29]([NH:28][C:4]([C:6]3[C:7]4[N:8]=[CH:9][CH:10]=[N:11][C:12]=4[C:13]([C:16]4[C:21]([F:22])=[C:20]([O:23][CH3:24])[CH:19]=[C:18]([O:25][CH3:26])[C:17]=4[Cl:27])=[CH:14][CH:15]=3)=[O:5])=[N:34][CH:33]=2)[CH2:37]1.